Dataset: HIV replication inhibition screening data with 41,000+ compounds from the AIDS Antiviral Screen. Task: Binary Classification. Given a drug SMILES string, predict its activity (active/inactive) in a high-throughput screening assay against a specified biological target. The drug is COc1ccc2nc3ccc(OC)cc3c(SCC3CO3)c2c1. The result is 0 (inactive).